Dataset: NCI-60 drug combinations with 297,098 pairs across 59 cell lines. Task: Regression. Given two drug SMILES strings and cell line genomic features, predict the synergy score measuring deviation from expected non-interaction effect. (1) Drug 1: CC1=CC=C(C=C1)C2=CC(=NN2C3=CC=C(C=C3)S(=O)(=O)N)C(F)(F)F. Drug 2: C(=O)(N)NO. Cell line: A498. Synergy scores: CSS=0.819, Synergy_ZIP=-0.203, Synergy_Bliss=-2.44, Synergy_Loewe=-1.47, Synergy_HSA=-2.66. (2) Drug 1: C1=CC(=CC=C1C#N)C(C2=CC=C(C=C2)C#N)N3C=NC=N3. Drug 2: CC1=CC=C(C=C1)C2=CC(=NN2C3=CC=C(C=C3)S(=O)(=O)N)C(F)(F)F. Cell line: TK-10. Synergy scores: CSS=-2.99, Synergy_ZIP=0.950, Synergy_Bliss=-1.16, Synergy_Loewe=-51.5, Synergy_HSA=-4.89. (3) Drug 1: C1=CC(=CC=C1CCCC(=O)O)N(CCCl)CCCl. Drug 2: CC1=C2C(C(=O)C3(C(CC4C(C3C(C(C2(C)C)(CC1OC(=O)C(C(C5=CC=CC=C5)NC(=O)C6=CC=CC=C6)O)O)OC(=O)C7=CC=CC=C7)(CO4)OC(=O)C)O)C)OC(=O)C. Cell line: CCRF-CEM. Synergy scores: CSS=48.2, Synergy_ZIP=-4.30, Synergy_Bliss=-8.22, Synergy_Loewe=-11.2, Synergy_HSA=-5.56. (4) Drug 1: CC12CCC(CC1=CCC3C2CCC4(C3CC=C4C5=CN=CC=C5)C)O. Drug 2: CC(C)(C#N)C1=CC(=CC(=C1)CN2C=NC=N2)C(C)(C)C#N. Cell line: HL-60(TB). Synergy scores: CSS=-8.65, Synergy_ZIP=9.03, Synergy_Bliss=1.10, Synergy_Loewe=-1.07, Synergy_HSA=-4.46. (5) Drug 1: CC1OCC2C(O1)C(C(C(O2)OC3C4COC(=O)C4C(C5=CC6=C(C=C35)OCO6)C7=CC(=C(C(=C7)OC)O)OC)O)O. Drug 2: CCN(CC)CCNC(=O)C1=C(NC(=C1C)C=C2C3=C(C=CC(=C3)F)NC2=O)C. Cell line: NCIH23. Synergy scores: CSS=0.109, Synergy_ZIP=-25.7, Synergy_Bliss=-61.4, Synergy_Loewe=-63.4, Synergy_HSA=-56.3. (6) Drug 1: CCC1(CC2CC(C3=C(CCN(C2)C1)C4=CC=CC=C4N3)(C5=C(C=C6C(=C5)C78CCN9C7C(C=CC9)(C(C(C8N6C)(C(=O)OC)O)OC(=O)C)CC)OC)C(=O)OC)O.OS(=O)(=O)O. Drug 2: C#CCC(CC1=CN=C2C(=N1)C(=NC(=N2)N)N)C3=CC=C(C=C3)C(=O)NC(CCC(=O)O)C(=O)O. Cell line: 786-0. Synergy scores: CSS=7.64, Synergy_ZIP=-0.941, Synergy_Bliss=0.519, Synergy_Loewe=-12.0, Synergy_HSA=-1.16. (7) Drug 1: CC1=C2C(C(=O)C3(C(CC4C(C3C(C(C2(C)C)(CC1OC(=O)C(C(C5=CC=CC=C5)NC(=O)C6=CC=CC=C6)O)O)OC(=O)C7=CC=CC=C7)(CO4)OC(=O)C)O)C)OC(=O)C. Drug 2: C1=NC(=NC(=O)N1C2C(C(C(O2)CO)O)O)N. Cell line: ACHN. Synergy scores: CSS=4.12, Synergy_ZIP=-9.37, Synergy_Bliss=-14.5, Synergy_Loewe=-18.5, Synergy_HSA=-13.8.